From a dataset of Reaction yield outcomes from USPTO patents with 853,638 reactions. Predict the reaction yield, written as a fraction of the theoretical maximum amount of product (1.0 means a 100% yield; for example, 0.34 means a 34% yield). The reactants are C(O[B:5]1[O:9][C:8]([CH3:11])([CH3:10])[C:7]([CH3:13])([CH3:12])[O:6]1)(C)C.C([Li])CCC.[F:19][C:20]1[CH:25]=[C:24]([C:26]([O:29][CH3:30])([CH3:28])[CH3:27])[CH:23]=[C:22]([F:31])[CH:21]=1. No catalyst specified. The product is [F:19][C:20]1[CH:25]=[C:24]([C:26]([O:29][CH3:30])([CH3:28])[CH3:27])[CH:23]=[C:22]([F:31])[C:21]=1[B:5]1[O:6][C:7]([CH3:12])([CH3:13])[C:8]([CH3:10])([CH3:11])[O:9]1. The yield is 1.00.